From a dataset of HIV replication inhibition screening data with 41,000+ compounds from the AIDS Antiviral Screen. Binary Classification. Given a drug SMILES string, predict its activity (active/inactive) in a high-throughput screening assay against a specified biological target. (1) The compound is CC(C)C1CNC(=O)C2(CCCO2)CNC(C(C)C)CNC(=O)C2(CCCO2)CN1. The result is 0 (inactive). (2) The compound is Cc1ccc2[nH]c3c(ncc4[nH]c5ccccc5c43)c2c1. The result is 0 (inactive). (3) The molecule is CC1C(c2ccc(N(C)C)cc2)c2cc3c(cc2OC1N1CCCC1)OCO3. The result is 0 (inactive). (4) The compound is [O+]#C[Fe+2]12345(C#[O+])([CH-]c6ccccc6[CH-][Fe+2]16789(C#[O+])(C#[O+])C1=C6[C-]7C8=C19)C1=C2[C-]3C4=C15. The result is 0 (inactive). (5) The molecule is O=c1c(O)c(-c2ccc(O)c(O)c2)oc2cc(O)cc(O)c12. The result is 0 (inactive). (6) The result is 0 (inactive). The molecule is COC1=CC=C2Nc3nc(N)nc(O)c3SC2N1.